From a dataset of Reaction yield outcomes from USPTO patents with 853,638 reactions. Predict the reaction yield, written as a fraction of the theoretical maximum amount of product (1.0 means a 100% yield; for example, 0.34 means a 34% yield). (1) The reactants are Cl[C:2]1[C:3]([C:25]2[C:33]3[C:28](=[CH:29][CH:30]=[CH:31][CH:32]=3)[NH:27][CH:26]=2)=[N:4][C:5]([NH:8][C:9]2[CH:10]=[C:11]([NH2:24])[C:12]([N:17]3[CH2:22][CH2:21][N:20]([CH3:23])[CH2:19][CH2:18]3)=[CH:13][C:14]=2[O:15][CH3:16])=[N:6][CH:7]=1.C1(P(C2CCCCC2)C2C=CC=CC=2C2C(C(C)C)=CC(C(C)C)=CC=2C(C)C)CCCCC1.[C:68]([Zn]C#N)#[N:69].CC(N(C)C)=O. The catalyst is CCOC(C)=O.[Zn].C1C=CC(/C=C/C(/C=C/C2C=CC=CC=2)=O)=CC=1.C1C=CC(/C=C/C(/C=C/C2C=CC=CC=2)=O)=CC=1.C1C=CC(/C=C/C(/C=C/C2C=CC=CC=2)=O)=CC=1.[Pd].[Pd].C(Cl)Cl.CO. The product is [NH2:24][C:11]1[C:12]([N:17]2[CH2:22][CH2:21][N:20]([CH3:23])[CH2:19][CH2:18]2)=[CH:13][C:14]([O:15][CH3:16])=[C:9]([NH:8][C:5]2[N:4]=[C:3]([C:25]3[C:33]4[C:28](=[CH:29][CH:30]=[CH:31][CH:32]=4)[NH:27][CH:26]=3)[C:2]([C:68]#[N:69])=[CH:7][N:6]=2)[CH:10]=1. The yield is 0.180. (2) The reactants are C([NH:8][CH2:9][CH:10]([C:15]([F:18])([F:17])[F:16])[C:11]([F:14])([F:13])[F:12])C1C=CC=CC=1.[CH3:19][C:20]1[CH:21]=[CH:22][C:23]([S:26]([OH:29])(=[O:28])=[O:27])=[CH:24][CH:25]=1.O. The catalyst is CO.[Pd]. The product is [CH3:19][C:20]1[CH:21]=[CH:22][C:23]([S:26]([OH:29])(=[O:28])=[O:27])=[CH:24][CH:25]=1.[F:12][C:11]([F:13])([F:14])[CH:10]([C:15]([F:16])([F:18])[F:17])[CH2:9][NH2:8]. The yield is 0.540. (3) The reactants are [CH3:1][C:2]1[O:6][N:5]=[C:4]([C:7]2[CH:12]=[CH:11][CH:10]=[CH:9][CH:8]=2)[C:3]=1[CH2:13][O:14][C:15]1[CH:23]=[CH:22][C:18]([C:19]([OH:21])=O)=[CH:17][N:16]=1.Cl.[CH3:25][C:26]1([NH2:29])[CH2:28][CH2:27]1. No catalyst specified. The product is [CH3:25][C:26]1([NH:29][C:19](=[O:21])[C:18]2[CH:22]=[CH:23][C:15]([O:14][CH2:13][C:3]3[C:4]([C:7]4[CH:8]=[CH:9][CH:10]=[CH:11][CH:12]=4)=[N:5][O:6][C:2]=3[CH3:1])=[N:16][CH:17]=2)[CH2:28][CH2:27]1. The yield is 0.830. (4) The reactants are [CH3:1][C:2]([NH:6][C:7]1[S:8][CH:9]=[C:10]([C:12]2[CH:19]=[CH:18][C:15]([C:16]#[N:17])=[CH:14][CH:13]=2)[N:11]=1)([CH3:5])[CH:3]=O.[C:20]([OH:23])(=O)C.[CH2:24]([NH2:31])[C:25]1[CH:30]=[CH:29][CH:28]=[CH:27][CH:26]=1.C([BH3-])#N.[Na+].C(N(CC)CC)C.ClC(Cl)(OC(=O)OC(Cl)(Cl)Cl)Cl.C([O-])(O)=O.[Na+]. The catalyst is CO.C(OCC)(=O)C.O1CCCC1.C(Cl)Cl. The product is [CH2:24]([N:31]1[CH2:3][C:2]([CH3:5])([CH3:1])[N:6]([C:7]2[S:8][CH:9]=[C:10]([C:12]3[CH:19]=[CH:18][C:15]([C:16]#[N:17])=[CH:14][CH:13]=3)[N:11]=2)[C:20]1=[O:23])[C:25]1[CH:30]=[CH:29][CH:28]=[CH:27][CH:26]=1. The yield is 0.600. (5) The reactants are [N+:1]([C:4]1[CH:12]=[C:11]2[C:7]([CH:8]=[CH:9][NH:10]2)=[CH:6][CH:5]=1)([O-:3])=[O:2].ClS([N:17]=[C:18]=O)(=O)=O.C([O-])(O)=O.[Na+]. The catalyst is CN(C=O)C.CC#N. The product is [N+:1]([C:4]1[CH:12]=[C:11]2[C:7]([C:8]([C:18]#[N:17])=[CH:9][NH:10]2)=[CH:6][CH:5]=1)([O-:3])=[O:2]. The yield is 0.820. (6) The reactants are Br[CH2:2][C:3]1[C:11]2[C:6](=[N:7][CH:8]=[CH:9][CH:10]=2)[N:5]([C:12]([O:14][C:15]([CH3:18])([CH3:17])[CH3:16])=[O:13])[N:4]=1.C(=O)([O-])[O-].[K+].[K+].[Si]([C:29]#[N:30])(C)(C)C.[OH-].[Na+]. The catalyst is C(#N)C. The product is [C:29]([CH2:2][C:3]1[C:11]2[C:6](=[N:7][CH:8]=[CH:9][CH:10]=2)[N:5]([C:12]([O:14][C:15]([CH3:18])([CH3:17])[CH3:16])=[O:13])[N:4]=1)#[N:30]. The yield is 0.795. (7) The reactants are C(Cl)(=O)C(Cl)=O.CS(C)=O.[C:11]([O:15][C:16]([NH:18][C@@H:19]([CH2:34][CH:35]1[CH2:40][CH2:39][CH2:38][CH2:37][CH2:36]1)[C@@H:20]([O:23][Si:24]([CH:31]([CH3:33])[CH3:32])([CH:28]([CH3:30])[CH3:29])[CH:25]([CH3:27])[CH3:26])[CH2:21][OH:22])=[O:17])([CH3:14])([CH3:13])[CH3:12].CCN(CC)CC. The catalyst is O1CCCC1.O. The product is [C:11]([O:15][C:16]([NH:18][C@@H:19]([CH2:34][CH:35]1[CH2:36][CH2:37][CH2:38][CH2:39][CH2:40]1)[C@@H:20]([O:23][Si:24]([CH:25]([CH3:26])[CH3:27])([CH:28]([CH3:29])[CH3:30])[CH:31]([CH3:32])[CH3:33])[CH:21]=[O:22])=[O:17])([CH3:12])([CH3:13])[CH3:14]. The yield is 1.00.